This data is from Full USPTO retrosynthesis dataset with 1.9M reactions from patents (1976-2016). The task is: Predict the reactants needed to synthesize the given product. (1) Given the product [ClH:1].[C:2]1([N:8]([CH2:32][CH2:33][C:34]([OH:36])=[O:35])[C:9]([C:11]2[CH:12]=[CH:13][C:14]3[S:18][C:17]([CH2:19][N:20]([C:22]4[CH:27]=[CH:26][C:25]([C:28](=[NH:29])[NH2:30])=[CH:24][CH:23]=4)[CH3:21])=[N:16][C:15]=3[CH:31]=2)=[O:10])[CH:7]=[CH:6][CH:5]=[CH:4][CH:3]=1, predict the reactants needed to synthesize it. The reactants are: [ClH:1].[C:2]1([N:8]([CH2:32][CH2:33][C:34]([O:36]CC)=[O:35])[C:9]([C:11]2[CH:12]=[CH:13][C:14]3[S:18][C:17]([CH2:19][N:20]([C:22]4[CH:27]=[CH:26][C:25]([C:28](=[NH:30])[NH2:29])=[CH:24][CH:23]=4)[CH3:21])=[N:16][C:15]=3[CH:31]=2)=[O:10])[CH:7]=[CH:6][CH:5]=[CH:4][CH:3]=1.[OH-].[Na+]. (2) Given the product [CH3:19][C:2]1[C:9]([CH3:10])=[CH:8][C:7]([CH3:11])=[C:6](/[CH:12]=[CH:13]/[CH3:14])[C:3]=1[CH:4]=[O:5], predict the reactants needed to synthesize it. The reactants are: Br[C:2]1[C:9]([CH3:10])=[CH:8][C:7]([CH3:11])=[C:6]([CH3:12])[C:3]=1[CH:4]=[O:5].[CH:13](/B(O)O)=[CH:14]\C.[C:19](=O)([O-])[O-].[K+].[K+]. (3) Given the product [CH2:2]([O:9][C:10]1[C:11](=[O:19])[CH:12]=[C:13]([CH2:17][NH:20][C@@H:21]([CH3:22])[C:23]([NH:25][CH3:26])=[O:24])[N:14]([CH3:16])[CH:15]=1)[C:3]1[CH:8]=[CH:7][CH:6]=[CH:5][CH:4]=1, predict the reactants needed to synthesize it. The reactants are: Cl.[CH2:2]([O:9][C:10]1[C:11](=[O:19])[CH:12]=[C:13]([CH2:17]Cl)[N:14]([CH3:16])[CH:15]=1)[C:3]1[CH:8]=[CH:7][CH:6]=[CH:5][CH:4]=1.[NH2:20][C@H:21]([C:23]([NH:25][CH3:26])=[O:24])[CH3:22].Cl.C(N(C(C)C)CC)(C)C. (4) Given the product [Cl:12][C:13]1[CH:18]=[C:17]([Cl:19])[CH:16]=[CH:15][C:14]=1[S:20]([NH:1][C:2]1[CH:3]=[C:4]([CH3:11])[C:5]([CH:6]=[O:7])=[C:8]([CH3:10])[CH:9]=1)(=[O:22])=[O:21], predict the reactants needed to synthesize it. The reactants are: [NH2:1][C:2]1[CH:9]=[C:8]([CH3:10])[C:5]([CH:6]=[O:7])=[C:4]([CH3:11])[CH:3]=1.[Cl:12][C:13]1[CH:18]=[C:17]([Cl:19])[CH:16]=[CH:15][C:14]=1[S:20](Cl)(=[O:22])=[O:21].[Cl-].[NH4+]. (5) Given the product [CH2:27]([O:29][CH:30]([O:33][CH2:34][CH3:35])[CH2:31][C:14]([CH3:16])([CH3:15])[C:13]#[N:17])[CH3:28], predict the reactants needed to synthesize it. The reactants are: C(NC(C)C)(C)C.C([Li])CCC.[C:13](#[N:17])[CH:14]([CH3:16])[CH3:15].CN1CCCN(C)C1=O.[CH2:27]([O:29][CH:30]([O:33][CH2:34][CH3:35])[CH2:31]Br)[CH3:28].[Cl-].[NH4+]. (6) Given the product [C:1]([O:5][C:6]([N:8]1[CH2:13][CH2:12][CH:11]([O:14][C:15]2[CH:20]=[CH:19][C:18]([N:21]([CH2:22]/[CH:23]=[CH:24]/[C:25]3[CH:26]=[C:27]([CH:30]=[CH:31][CH:32]=3)[C:28]#[N:29])[CH2:33][CH3:34])=[CH:17][CH:16]=2)[CH2:10][CH2:9]1)=[O:7])([CH3:4])([CH3:2])[CH3:3], predict the reactants needed to synthesize it. The reactants are: [C:1]([O:5][C:6]([N:8]1[CH2:13][CH2:12][CH:11]([O:14][C:15]2[CH:20]=[CH:19][C:18]([NH:21][CH2:22]/[CH:23]=[CH:24]/[C:25]3[CH:26]=[C:27]([CH:30]=[CH:31][CH:32]=3)[C:28]#[N:29])=[CH:17][CH:16]=2)[CH2:10][CH2:9]1)=[O:7])([CH3:4])([CH3:3])[CH3:2].[CH:33](=O)[CH3:34].C(O)(=O)C.C([BH3-])#N.[Na+]. (7) The reactants are: [CH:1]1[CH:6]=[C:5]([CH:7]=[O:8])[C:4]([OH:9])=[CH:3][CH:2]=1.Br[CH:11]([CH2:16][CH2:17][CH2:18][CH3:19])[C:12]([O:14][CH3:15])=[O:13].C(=O)([O-])[O-].[K+].[K+].[I-].[K+]. Given the product [CH:7]([C:5]1[CH:6]=[CH:1][CH:2]=[CH:3][C:4]=1[O:9][CH:11]([CH2:16][CH2:17][CH2:18][CH3:19])[C:12]([O:14][CH3:15])=[O:13])=[O:8], predict the reactants needed to synthesize it. (8) Given the product [CH3:63][O:62][C:60]([C:57]1[CH:56]=[CH:55][C:54]([C:51]2[N:50]=[N:49][C:48]([NH:46][NH:47][C:29](=[O:31])[CH2:28][O:27][C:21]3[C:20]4[C:25](=[CH:26][C:17]([O:16][CH3:15])=[CH:18][CH:19]=4)[N:24]=[CH:23][CH:22]=3)=[N:53][CH:52]=2)=[CH:59][CH:58]=1)=[O:61], predict the reactants needed to synthesize it. The reactants are: N1C2C(=CC(CC(O)=O)=CC=2)C=CC=1.[CH3:15][O:16][C:17]1[CH:26]=[C:25]2[C:20]([C:21]([O:27][CH2:28][C:29]([OH:31])=O)=[CH:22][CH:23]=[N:24]2)=[CH:19][CH:18]=1.N(C1N=NC(C2C=CC=CC=2)=CN=1)N.[NH:46]([C:48]1[N:49]=[N:50][C:51]([C:54]2[CH:59]=[CH:58][C:57]([C:60]([O:62][CH3:63])=[O:61])=[CH:56][CH:55]=2)=[CH:52][N:53]=1)[NH2:47]. (9) Given the product [Si:19]([O:36][CH2:37][CH2:38][CH2:39][CH2:40][CH2:41][N:42]([CH:43]([CH3:45])[CH3:44])[C:1](=[O:9])[CH2:2][CH2:3][CH2:4][CH2:5][CH2:6][CH3:7])([C:32]([CH3:34])([CH3:35])[CH3:33])([C:26]1[CH:27]=[CH:28][CH:29]=[CH:30][CH:31]=1)[C:20]1[CH:21]=[CH:22][CH:23]=[CH:24][CH:25]=1, predict the reactants needed to synthesize it. The reactants are: [C:1]([OH:9])(=O)[CH2:2][CH2:3][CH2:4][CH2:5][CH2:6][CH3:7].C(N(C(C)C)CC)(C)C.[Si:19]([O:36][CH2:37][CH2:38][CH2:39][CH2:40][CH2:41][NH:42][CH:43]([CH3:45])[CH3:44])([C:32]([CH3:35])([CH3:34])[CH3:33])([C:26]1[CH:31]=[CH:30][CH:29]=[CH:28][CH:27]=1)[C:20]1[CH:25]=[CH:24][CH:23]=[CH:22][CH:21]=1.C(N=C=NCCCN(C)C)C. (10) Given the product [F:27][C:28]([F:34])([F:33])[C:7]([O-:11])=[O:8].[CH3:1][C:2]1[C:10]2[CH2:9][O:8][C:7](=[O:11])[C:6]=2[CH:5]=[CH:4][C:3]=1[S:12][CH2:13][CH:14]1[CH2:19][CH2:18][NH2+:17][CH2:16][CH2:15]1, predict the reactants needed to synthesize it. The reactants are: [CH3:1][C:2]1[C:10]2[CH2:9][O:8][C:7](=[O:11])[C:6]=2[CH:5]=[CH:4][C:3]=1[S:12][CH2:13][CH:14]1[CH2:19][CH2:18][N:17](C(OC(C)(C)C)=O)[CH2:16][CH2:15]1.[F:27][C:28]([F:34])([F:33])S(O)(=O)=O.